This data is from Catalyst prediction with 721,799 reactions and 888 catalyst types from USPTO. The task is: Predict which catalyst facilitates the given reaction. Reactant: N1C=CC=CC=1.[C:7](OC(=O)C)(=[O:9])[CH3:8].[NH2:14][CH2:15][CH2:16][N:17]([CH3:34])[CH:18]1[CH2:23][CH2:22][N:21]([C:24](=[O:33])[CH2:25][CH2:26][C:27]2[N:28]([CH3:32])[CH:29]=[CH:30][N:31]=2)[CH2:20][CH2:19]1. Product: [CH3:34][N:17]([CH:18]1[CH2:19][CH2:20][N:21]([C:24](=[O:33])[CH2:25][CH2:26][C:27]2[N:28]([CH3:32])[CH:29]=[CH:30][N:31]=2)[CH2:22][CH2:23]1)[CH2:16][CH2:15][NH:14][C:7](=[O:9])[CH3:8]. The catalyst class is: 4.